From a dataset of Reaction yield outcomes from USPTO patents with 853,638 reactions. Predict the reaction yield, written as a fraction of the theoretical maximum amount of product (1.0 means a 100% yield; for example, 0.34 means a 34% yield). (1) The reactants are [OH-].[Na+].[CH2:3]([O:14][C:15]1[CH:16]=[C:17]([CH:22]=[CH:23][CH:24]=1)[C:18]([O:20]C)=[O:19])[CH2:4][CH2:5][C:6]#[C:7][CH2:8][CH2:9][CH2:10][CH2:11][CH2:12][CH3:13]. The catalyst is CO. The product is [CH2:3]([O:14][C:15]1[CH:16]=[C:17]([CH:22]=[CH:23][CH:24]=1)[C:18]([OH:20])=[O:19])[CH2:4][CH2:5][C:6]#[C:7][CH2:8][CH2:9][CH2:10][CH2:11][CH2:12][CH3:13]. The yield is 0.990. (2) The reactants are [S:1]1[CH:5]=[CH:4][N:3]=[C:2]1[SH:6].C(O)(=O)C.[OH2:11].ClCl.[Cl-:14].[Na+].[OH2:16]. The catalyst is C(OCC)C. The product is [S:1]1[CH:5]=[CH:4][N:3]=[C:2]1[S:6]([Cl:14])(=[O:16])=[O:11]. The yield is 0.840. (3) The reactants are [CH2:1]([C@@H:8]1[NH:13][CH2:12][CH2:11][N:10]([C:14]2[CH:19]=[CH:18][C:17]([O:20][CH3:21])=[C:16]([O:22][CH:23]3[CH2:27][CH2:26][CH2:25][CH2:24]3)[CH:15]=2)[CH2:9]1)[C:2]1[CH:7]=[CH:6][CH:5]=[CH:4][CH:3]=1.C[O:29][C:30](=O)[CH2:31][C:32]1[O:36][CH:35]=[N:34][CH:33]=1. No catalyst specified. The product is [CH2:1]([C@H:8]1[CH2:9][N:10]([C:14]2[CH:19]=[CH:18][C:17]([O:20][CH3:21])=[C:16]([O:22][CH:23]3[CH2:27][CH2:26][CH2:25][CH2:24]3)[CH:15]=2)[CH2:11][CH2:12][N:13]1[C:30](=[O:29])[CH2:31][C:32]1[O:36][CH:35]=[N:34][CH:33]=1)[C:2]1[CH:3]=[CH:4][CH:5]=[CH:6][CH:7]=1. The yield is 0.100. (4) The reactants are [N:1]1[CH:6]=[CH:5][CH:4]=[CH:3][C:2]=1[C:7]1[N:11]=[C:10]([C:12]2[CH:17]=[C:16]([OH:18])[CH:15]=[C:14]([C:19]#[N:20])[CH:13]=2)[O:9][N:8]=1.C(=O)([O-])[O-].[K+].[K+].Cl.[CH3:28][N:29]([CH3:33])[CH2:30][CH2:31]Cl. The catalyst is CN(C)C=O.ClCCl. The product is [N:1]1[CH:6]=[CH:5][CH:4]=[CH:3][C:2]=1[C:7]1[N:11]=[C:10]([C:12]2[CH:17]=[C:16]([O:18][CH2:31][CH2:30][N:29]([CH3:33])[CH3:28])[CH:15]=[C:14]([C:19]#[N:20])[CH:13]=2)[O:9][N:8]=1. The yield is 0.530. (5) The reactants are [CH3:1][NH:2][CH3:3].[I:4][C:5]1[CH:10]=[CH:9][C:8]([S:11](Cl)(=[O:13])=[O:12])=[CH:7][CH:6]=1.O. The catalyst is N1C=CC=CC=1. The product is [I:4][C:5]1[CH:10]=[CH:9][C:8]([S:11]([N:2]([CH3:3])[CH3:1])(=[O:13])=[O:12])=[CH:7][CH:6]=1. The yield is 0.880.